From a dataset of Reaction yield outcomes from USPTO patents with 853,638 reactions. Predict the reaction yield, written as a fraction of the theoretical maximum amount of product (1.0 means a 100% yield; for example, 0.34 means a 34% yield). The reactants are [CH2:1]([O:3][CH2:4][O:5][C:6]1[CH:11]=[CH:10][C:9]([C:12]2[CH:17]=[CH:16][C:15]([C:18]([F:21])([F:20])[F:19])=[CH:14][CH:13]=2)=[CH:8][CH:7]=1)[CH3:2].C([Li])CCC.[CH2:27]([S:30][S:30][CH2:27][CH2:28][CH3:29])[CH2:28][CH3:29]. The catalyst is C(OCC)C.CCCCCC. The product is [F:21][C:18]([F:19])([F:20])[C:15]1[CH:16]=[CH:17][C:12]([C:9]2[CH:8]=[CH:7][C:6]([O:5][CH2:4][O:3][CH2:1][CH3:2])=[C:11]([S:30][CH2:27][CH2:28][CH3:29])[CH:10]=2)=[CH:13][CH:14]=1. The yield is 0.695.